This data is from Reaction yield outcomes from USPTO patents with 853,638 reactions. The task is: Predict the reaction yield, written as a fraction of the theoretical maximum amount of product (1.0 means a 100% yield; for example, 0.34 means a 34% yield). (1) The reactants are [CH3:1][C:2]1[O:6][C:5]([C:7]([O:9][CH3:10])=[O:8])=[CH:4][CH:3]=1.[Cl-].[Cl-].[Cl-].[Al+3].[Br:15]Br. The catalyst is C(Cl)(Cl)Cl. The product is [Br:15][C:3]1[CH:4]=[C:5]([C:7]([O:9][CH3:10])=[O:8])[O:6][C:2]=1[CH3:1]. The yield is 0.540. (2) The reactants are [CH:1]1[C:10]2[C@H:11]3[CH2:16][NH:15][CH2:14][CH2:13][C@H:12]3[N:8]3[C:9]=2[C:4]([CH2:5][CH2:6][CH2:7]3)=[CH:3][CH:2]=1.Cl[CH2:18][CH2:19][CH2:20][C:21]([C:23]1[CH:28]=[CH:27][CH:26]=[CH:25][C:24]=1[NH2:29])=[O:22].C([O-])([O-])=O.[K+].[K+]. The product is [CH:1]1[C:10]2[C@H:11]3[CH2:16][N:15]([CH2:18][CH2:19][CH2:20][C:21]([C:23]4[CH:28]=[CH:27][CH:26]=[CH:25][C:24]=4[NH2:29])=[O:22])[CH2:14][CH2:13][C@H:12]3[N:8]3[C:9]=2[C:4]([CH2:5][CH2:6][CH2:7]3)=[CH:3][CH:2]=1. The yield is 0.420. No catalyst specified. (3) The reactants are [Li][CH2:2][CH2:3][CH2:4][CH3:5].N(C(C)C)C(C)C.[CH3:13][N:14]1[CH:18]=[CH:17][CH:16]=[N:15]1.C([O:23][C:24]([N:26]1[CH2:31][CH:30]=[C:29](OS(C(F)(F)F)(=O)=O)[CH2:28][CH2:27]1)=[O:25])(C)(C)C. The catalyst is CCCCCC.C1COCC1.[Cl-].[Cl-].[Zn+2].C1C=CC([P]([Pd]([P](C2C=CC=CC=2)(C2C=CC=CC=2)C2C=CC=CC=2)([P](C2C=CC=CC=2)(C2C=CC=CC=2)C2C=CC=CC=2)[P](C2C=CC=CC=2)(C2C=CC=CC=2)C2C=CC=CC=2)(C2C=CC=CC=2)C2C=CC=CC=2)=CC=1. The product is [CH2:2]([O:25][C:24]([N:26]1[CH2:27][CH:28]=[C:29]([C:18]2[N:14]([CH3:13])[N:15]=[CH:16][CH:17]=2)[CH2:30][CH2:31]1)=[O:23])[CH2:3][CH2:4][CH3:5]. The yield is 0.820. (4) The reactants are [NH2:1][C:2]1[CH:3]=[C:4]2[C:9](=[CH:10][CH:11]=1)[N:8]=[CH:7][C:6]([C:12]#[N:13])=[C:5]2[NH:14][C:15]1[CH:20]=[CH:19][C:18]([F:21])=[C:17]([Cl:22])[CH:16]=1.[OH:23][C:24]1[CH:31]=[CH:30][CH:29]=[CH:28][C:25]=1[CH:26]=O.[BH3-]C#N.[Na+]. The catalyst is CCO. The product is [Cl:22][C:17]1[CH:16]=[C:15]([NH:14][C:5]2[C:4]3[C:9](=[CH:10][CH:11]=[C:2]([NH:1][CH2:26][C:25]4[CH:28]=[CH:29][CH:30]=[CH:31][C:24]=4[OH:23])[CH:3]=3)[N:8]=[CH:7][C:6]=2[C:12]#[N:13])[CH:20]=[CH:19][C:18]=1[F:21]. The yield is 0.430.